From a dataset of Catalyst prediction with 721,799 reactions and 888 catalyst types from USPTO. Predict which catalyst facilitates the given reaction. (1) Reactant: [C:1]([O:5][C:6]([NH:8][C:9]1([C:13]2[CH:18]=[CH:17][C:16]([C:19]3[O:27][C:26]4[C:25]([C:28](OC)=[O:29])=[CH:24][N:23]([CH3:32])[C:22](=[O:33])[C:21]=4[C:20]=3[C:34]3[CH:39]=[CH:38][CH:37]=[CH:36][CH:35]=3)=[CH:15][CH:14]=2)[CH2:12][CH2:11][CH2:10]1)=[O:7])([CH3:4])([CH3:3])[CH3:2].C[N:41](C=O)C. Product: [C:28]([C:25]1[C:26]2[O:27][C:19]([C:16]3[CH:17]=[CH:18][C:13]([C:9]4([NH:8][C:6](=[O:7])[O:5][C:1]([CH3:4])([CH3:3])[CH3:2])[CH2:12][CH2:11][CH2:10]4)=[CH:14][CH:15]=3)=[C:20]([C:34]3[CH:39]=[CH:38][CH:37]=[CH:36][CH:35]=3)[C:21]=2[C:22](=[O:33])[N:23]([CH3:32])[CH:24]=1)(=[O:29])[NH2:41]. The catalyst class is: 100. (2) Reactant: [F:1][C:2]1[CH:7]=[CH:6][C:5]([C@@H:8]([CH2:12][NH:13][CH3:14])[CH2:9][CH2:10][OH:11])=[CH:4][CH:3]=1.[OH-].[Na+].[Cl:17][C:18]1[CH:19]=[C:20]([CH:24]=[C:25]([C:27]([F:30])([F:29])[F:28])[CH:26]=1)[C:21](Cl)=[O:22]. Product: [Cl:17][C:18]1[CH:19]=[C:20]([CH:24]=[C:25]([C:27]([F:30])([F:29])[F:28])[CH:26]=1)[C:21]([N:13]([CH2:12][C@H:8]([C:5]1[CH:6]=[CH:7][C:2]([F:1])=[CH:3][CH:4]=1)[CH2:9][CH2:10][OH:11])[CH3:14])=[O:22]. The catalyst class is: 11.